From a dataset of Reaction yield outcomes from USPTO patents with 853,638 reactions. Predict the reaction yield, written as a fraction of the theoretical maximum amount of product (1.0 means a 100% yield; for example, 0.34 means a 34% yield). The reactants are [CH3:1][N:2]1[CH2:7][C@@H:6]([CH3:8])[N:5](CC2C=CC=CC=2)[CH2:4][C@H:3]1[CH3:16]. The catalyst is CO. The product is [CH3:1][N:2]1[CH2:7][C@@H:6]([CH3:8])[NH:5][CH2:4][C@H:3]1[CH3:16]. The yield is 1.00.